From a dataset of Catalyst prediction with 721,799 reactions and 888 catalyst types from USPTO. Predict which catalyst facilitates the given reaction. (1) The catalyst class is: 24. Reactant: C[O:2][C:3]([CH:5]1[CH2:8][N:7]([C:9]([C:11]2([C:17]3[CH:22]=[CH:21][C:20]([CH2:23][CH2:24][CH2:25][NH:26][C@@H:27]([C:29]4[C:38]5[C:33](=[CH:34][CH:35]=[CH:36][CH:37]=5)[CH:32]=[CH:31][CH:30]=4)[CH3:28])=[CH:19][CH:18]=3)[CH2:16][CH2:15][O:14][CH2:13][CH2:12]2)=[O:10])[CH2:6]1)=[O:4].[Li+].[OH-]. Product: [C:29]1([C@H:27]([NH:26][CH2:25][CH2:24][CH2:23][C:20]2[CH:21]=[CH:22][C:17]([C:11]3([C:9]([N:7]4[CH2:6][CH:5]([C:3]([OH:4])=[O:2])[CH2:8]4)=[O:10])[CH2:16][CH2:15][O:14][CH2:13][CH2:12]3)=[CH:18][CH:19]=2)[CH3:28])[C:38]2[C:33](=[CH:34][CH:35]=[CH:36][CH:37]=2)[CH:32]=[CH:31][CH:30]=1. (2) Reactant: CCC(C)[BH-](C(C)CC)C(C)CC.[Li+].[Si:15]([O:22][C@@H:23]1[C@@:40]2([CH3:41])[C:27](=[CH:28][CH:29]=[C:30]3[C@@H:39]2[CH2:38][CH2:37][C@@:35]2([CH3:36])[C@H:31]3[CH2:32][CH:33]=[C:34]2[CH2:42][O:43][CH2:44][CH:45]2[O:49][C:46]2([CH3:48])[CH3:47])[CH2:26][C@@H:25]([O:50][Si:51]([C:54]([CH3:57])([CH3:56])[CH3:55])([CH3:53])[CH3:52])[CH2:24]1)([C:18]([CH3:21])([CH3:20])[CH3:19])([CH3:17])[CH3:16].[OH-].[Na+].OO. Product: [Si:15]([O:22][C@@H:23]1[C@@:40]2([CH3:41])[C:27](=[CH:28][CH:29]=[C:30]3[C@@H:39]2[CH2:38][CH2:37][C@@:35]2([CH3:36])[C@H:31]3[CH2:32][CH:33]=[C:34]2[CH2:42][O:43][CH2:44][CH2:45][C:46]([OH:49])([CH3:47])[CH3:48])[CH2:26][C@@H:25]([O:50][Si:51]([C:54]([CH3:57])([CH3:56])[CH3:55])([CH3:52])[CH3:53])[CH2:24]1)([C:18]([CH3:21])([CH3:19])[CH3:20])([CH3:17])[CH3:16]. The catalyst class is: 54. (3) Reactant: [C:1]([C:3]1[N:8]=[CH:7][C:6]([CH:9]=[O:10])=[CH:5][CH:4]=1)#[N:2].[F:11][C:12]([Si](C)(C)C)([F:14])[F:13].[F-].C([N+](CCCC)(CCCC)CCCC)CCC. Product: [C:1]([C:3]1[CH:4]=[CH:5][C:6]([CH:9]([OH:10])[C:12]([F:14])([F:13])[F:11])=[CH:7][N:8]=1)#[N:2]. The catalyst class is: 7. (4) Reactant: N.[CH3:2][N:3]1[CH:8]2[CH2:9][CH2:10][CH:4]1[CH2:5][CH:6]([N:11]1[CH:15]=[C:14]([N+:16]([O-])=O)[CH:13]=[N:12]1)[CH2:7]2. Product: [CH3:2][N:3]1[CH:8]2[CH2:9][CH2:10][CH:4]1[CH2:5][CH:6]([N:11]1[CH:15]=[C:14]([NH2:16])[CH:13]=[N:12]1)[CH2:7]2. The catalyst class is: 94. (5) Reactant: Br[CH2:2][C:3](=[O:6])[CH2:4][CH3:5].[OH:7][C:8]1[CH:15]=[CH:14][C:11]([C:12]#[N:13])=[CH:10][CH:9]=1.C(=O)([O-])[O-].[Cs+].[Cs+]. The catalyst class is: 21. Product: [O:6]=[C:3]([CH2:4][CH3:5])[CH2:2][O:7][C:8]1[CH:15]=[CH:14][C:11]([C:12]#[N:13])=[CH:10][CH:9]=1. (6) Reactant: [SH:1][C:2]1[NH:3][C:4]2[CH:10]=[C:9]([O:11][CH3:12])[CH:8]=[CH:7][C:5]=2[N:6]=1.[H-].[Na+].[N+]([C:18]1[O:22][C:21]([CH:23]=[O:24])=[CH:20][CH:19]=1)([O-])=O. The catalyst class is: 7. Product: [CH3:12][O:11][C:9]1[CH:8]=[CH:7][C:5]2[NH:6][C:2]([S:1][C:18]3[O:22][C:21]([CH:23]=[O:24])=[CH:20][CH:19]=3)=[N:3][C:4]=2[CH:10]=1. (7) The catalyst class is: 2. Product: [Cl:1][C:2]1[N:3]([C:11]2[CH:16]=[CH:15][C:14]([OH:17])=[CH:13][CH:12]=2)[N:4]=[C:5]2[C:10]=1[CH:9]=[CH:8][CH:7]=[CH:6]2. Reactant: [Cl:1][C:2]1[N:3]([C:11]2[CH:16]=[CH:15][C:14]([O:17]C)=[CH:13][CH:12]=2)[N:4]=[C:5]2[C:10]=1[CH:9]=[CH:8][CH:7]=[CH:6]2.B(Br)(Br)Br.